From a dataset of Retrosynthesis with 50K atom-mapped reactions and 10 reaction types from USPTO. Predict the reactants needed to synthesize the given product. Given the product COc1ccc(CN2CCCN(c3ccc(Oc4ccc(C#Cc5ccc(C(F)(F)F)cc5)cn4)c(C)c3)C2=O)cc1OC, predict the reactants needed to synthesize it. The reactants are: C#Cc1ccc(C(F)(F)F)cc1.COc1ccc(CN2CCCN(c3ccc(Oc4ccc(Br)cn4)c(C)c3)C2=O)cc1OC.